From a dataset of Reaction yield outcomes from USPTO patents with 853,638 reactions. Predict the reaction yield, written as a fraction of the theoretical maximum amount of product (1.0 means a 100% yield; for example, 0.34 means a 34% yield). (1) The reactants are [NH2:1][CH2:2][CH2:3][NH:4][C@@H:5]([C@@H:13]([CH3:16])[CH2:14][CH3:15])[C:6]([O:8][C:9]([CH3:12])([CH3:11])[CH3:10])=[O:7].[N:17]1[CH:22]=[CH:21][CH:20]=[CH:19][C:18]=1[C:23]1[S:24][CH:25]=[C:26]([CH:28]=O)[N:27]=1.[BH4-].[Na+].[C:32](=O)(OC1C=CC([N+]([O-])=O)=CC=1)[O:33]C1C=CC([N+]([O-])=O)=CC=1.C(N(CC)CC)C. The catalyst is C1C=CC=CC=1.C(O)C.ClCCCl. The product is [CH3:16][C@@H:13]([CH2:14][CH3:15])[C@H:5]([N:4]1[CH2:3][CH2:2][N:1]([CH2:28][C:26]2[N:27]=[C:23]([C:18]3[CH:19]=[CH:20][CH:21]=[CH:22][N:17]=3)[S:24][CH:25]=2)[C:32]1=[O:33])[C:6]([O:8][C:9]([CH3:10])([CH3:11])[CH3:12])=[O:7]. The yield is 0.380. (2) The reactants are [F:1][C:2]1[CH:3]=[N:4][C:5]2[C:10]([C:11]=1[CH2:12][CH2:13][N:14]1[CH2:20][C@H:19]3[C@H:16]([CH2:17][C@@H:18]3[N:21]3C(=O)C4C(=CC=CC=4)C3=O)[CH2:15]1)=[N:9][C:8]([O:32][CH3:33])=[CH:7][CH:6]=2.NN. The catalyst is CCO. The product is [F:1][C:2]1[CH:3]=[N:4][C:5]2[C:10]([C:11]=1[CH2:12][CH2:13][N:14]1[CH2:20][C@H:19]3[C@H:16]([CH2:17][C@@H:18]3[NH2:21])[CH2:15]1)=[N:9][C:8]([O:32][CH3:33])=[CH:7][CH:6]=2. The yield is 0.130. (3) The product is [C:1]([C:5]1[CH:6]=[C:7]2[C:12](=[C:13]([F:15])[CH:14]=1)[C:11](=[O:16])[N:10]([C:17]1[N:24]=[CH:23][CH:22]=[C:21]([C:49]3[CH:50]=[C:45]([NH:44][C:41]4[CH:40]=[CH:39][C:38]([N:29]5[CH2:30][CH2:31][N:32]([CH:34]6[CH2:35][O:36][CH2:37]6)[CH2:33][C@@H:28]5[CH2:26][CH3:27])=[CH:43][N:42]=4)[C:46](=[O:61])[N:47]([CH3:60])[CH:48]=3)[C:18]=1[CH:19]=[O:20])[N:9]=[CH:8]2)([CH3:4])([CH3:3])[CH3:2]. The reactants are [C:1]([C:5]1[CH:6]=[C:7]2[C:12](=[C:13]([F:15])[CH:14]=1)[C:11](=[O:16])[N:10]([C:17]1[N:24]=[CH:23][CH:22]=[C:21](Cl)[C:18]=1[CH:19]=[O:20])[N:9]=[CH:8]2)([CH3:4])([CH3:3])[CH3:2].[CH2:26]([C@H:28]1[CH2:33][N:32]([CH:34]2[CH2:37][O:36][CH2:35]2)[CH2:31][CH2:30][N:29]1[C:38]1[CH:39]=[CH:40][C:41]([NH:44][C:45]2[C:46](=[O:61])[N:47]([CH3:60])[CH:48]=[C:49](B3OC(C)(C)C(C)(C)O3)[CH:50]=2)=[N:42][CH:43]=1)[CH3:27].[O-]P([O-])([O-])=O.[K+].[K+].[K+].CC([O-])=O.[Na+]. The yield is 0.490. The catalyst is C1C=CC(P(C2C=CC=CC=2)[C-]2C=CC=C2)=CC=1.C1C=CC(P(C2C=CC=CC=2)[C-]2C=CC=C2)=CC=1.Cl[Pd]Cl.[Fe+2].O.CC#N. (4) The reactants are [CH2:1]([O:48][CH:49]1[C@H:53]2[C@H:54]([O:74][Si:75]([C:78]([CH3:81])([CH3:80])[CH3:79])([CH3:77])[CH3:76])[N:55]([C:66]([O:68][CH2:69][C:70]([Cl:73])([Cl:72])[Cl:71])=[O:67])[C:56]3[CH:63]=[CH:62][C:61]([O:64][CH3:65])=[CH:60][C:57]=3[C:58](=[O:59])[N:52]2[CH:51]=[C:50]1OS(C(F)(F)F)(=O)=O)[CH2:2][CH2:3][CH2:4][CH2:5][O:6][CH:7]1[C@H:11]2[C@H:12]([O:32][Si:33]([C:36]([CH3:39])([CH3:38])[CH3:37])([CH3:35])[CH3:34])[N:13]([C:24]([O:26][CH2:27][C:28]([Cl:31])([Cl:30])[Cl:29])=[O:25])[C:14]3[CH:21]=[CH:20][C:19]([O:22][CH3:23])=[CH:18][C:15]=3[C:16](=[O:17])[N:10]2[CH:9]=[C:8]1OS(C(F)(F)F)(=O)=O.[CH3:90][O:91][C:92]1[CH:97]=[CH:96][C:95](B(O)O)=[CH:94][CH:93]=1.C[CH2:102][O:103][C:104]([CH3:106])=O.[CH3:107][CH2:108][CH2:109][CH2:110]CC. The catalyst is O.CCO.C1(C)C=CC=CC=1.C1C=CC([P]([Pd]([P](C2C=CC=CC=2)(C2C=CC=CC=2)C2C=CC=CC=2)([P](C2C=CC=CC=2)(C2C=CC=CC=2)C2C=CC=CC=2)[P](C2C=CC=CC=2)(C2C=CC=CC=2)C2C=CC=CC=2)(C2C=CC=CC=2)C2C=CC=CC=2)=CC=1. The product is [CH2:5]([O:6][CH:7]1[C@H:11]2[C@H:12]([O:32][Si:33]([C:36]([CH3:39])([CH3:37])[CH3:38])([CH3:35])[CH3:34])[N:13]([C:24]([O:26][CH2:27][C:28]([Cl:31])([Cl:30])[Cl:29])=[O:25])[C:14]3[CH:21]=[CH:20][C:19]([O:22][CH3:23])=[CH:18][C:15]=3[C:16](=[O:17])[N:10]2[CH:9]=[C:8]1[C:108]1[CH:107]=[CH:106][C:104]([O:103][CH3:102])=[CH:110][CH:109]=1)[CH2:4][CH2:3][CH2:2][CH2:1][O:48][CH:49]1[C@H:53]2[C@H:54]([O:74][Si:75]([C:78]([CH3:81])([CH3:80])[CH3:79])([CH3:76])[CH3:77])[N:55]([C:66]([O:68][CH2:69][C:70]([Cl:71])([Cl:72])[Cl:73])=[O:67])[C:56]3[CH:63]=[CH:62][C:61]([O:64][CH3:65])=[CH:60][C:57]=3[C:58](=[O:59])[N:52]2[CH:51]=[C:50]1[C:95]1[CH:96]=[CH:97][C:92]([O:91][CH3:90])=[CH:93][CH:94]=1. The yield is 0.520. (5) The reactants are [CH2:1]([O:8][C:9]([NH:11][CH:12]([CH3:21])[C:13](=[O:20])[CH2:14][C:15]([O:17][CH2:18][CH3:19])=[O:16])=[O:10])[C:2]1[CH:7]=[CH:6][CH:5]=[CH:4][CH:3]=1.C(=O)([O-])[O-].[K+].[K+].I[CH2:29][CH3:30].O.[CH3:32][C:33](C)=O. No catalyst specified. The product is [CH2:1]([O:8][C:9]([NH:11][CH:12]([CH3:21])[C:13](=[O:20])[C:14]([CH2:29][CH3:30])([CH2:32][CH3:33])[C:15]([O:17][CH2:18][CH3:19])=[O:16])=[O:10])[C:2]1[CH:7]=[CH:6][CH:5]=[CH:4][CH:3]=1. The yield is 0.530. (6) The reactants are Cl[C:2]1[N:7]=[CH:6][C:5]([C:8](=[O:10])[CH3:9])=[CH:4][CH:3]=1.[NH:11]1[CH:15]=[CH:14][N:13]=[CH:12]1. No catalyst specified. The product is [N:11]1([C:2]2[N:7]=[CH:6][C:5]([C:8](=[O:10])[CH3:9])=[CH:4][CH:3]=2)[CH:15]=[CH:14][N:13]=[CH:12]1. The yield is 0.670. (7) The reactants are [CH3:1][O:2][C:3]1[N:8]=[C:7]([NH2:9])[C:6]([O:10][CH3:11])=[CH:5][N:4]=1.[CH3:12][CH2:13][O:14][C:15]([N:17]=[C:18]=[S:19])=[O:16]. The catalyst is C(OCC)(=O)C. The product is [CH3:1][O:2][C:3]1[N:8]=[C:7]([NH:9][C:18]([NH:17][C:15](=[O:16])[O:14][CH2:13][CH3:12])=[S:19])[C:6]([O:10][CH3:11])=[CH:5][N:4]=1. The yield is 0.890.